Dataset: Forward reaction prediction with 1.9M reactions from USPTO patents (1976-2016). Task: Predict the product of the given reaction. (1) Given the reactants Cl[C:2]1[C:3]([NH:16][NH2:17])=[N:4][C:5]2[C:10]([N:11]=1)=[CH:9][C:8]([C:12]([O:14][CH3:15])=[O:13])=[CH:7][CH:6]=2.[CH3:18][O:19][C:20]1[CH:27]=[CH:26][C:23]([CH:24]=O)=[CH:22][CH:21]=1.C(O)(=[O:30])C, predict the reaction product. The product is: [CH3:18][O:19][C:20]1[CH:27]=[CH:26][C:23]([C:24]2[N:4]3[C:5]4[C:10]([NH:11][C:2](=[O:30])[C:3]3=[N:16][N:17]=2)=[CH:9][C:8]([C:12]([O:14][CH3:15])=[O:13])=[CH:7][CH:6]=4)=[CH:22][CH:21]=1. (2) The product is: [F:1][C:2]1[C:9]([O:10][CH3:11])=[CH:8][CH:7]=[C:6]([O:12][CH3:13])[C:3]=1/[CH:4]=[N:21]/[OH:22]. Given the reactants [F:1][C:2]1[C:9]([O:10][CH3:11])=[CH:8][CH:7]=[C:6]([O:12][CH3:13])[C:3]=1[CH:4]=O.C(=O)([O-])[O-].[Na+].[Na+].Cl.[NH2:21][OH:22], predict the reaction product. (3) Given the reactants [NH2:1][C:2]1[C:11]([O:12][C@H:13]([CH2:17][N:18]2[CH:22]=[CH:21][N:20]=[CH:19]2)[CH:14]([CH3:16])[CH3:15])=[CH:10][CH:9]=[C:8]2[C:3]=1[CH2:4][CH2:5][CH2:6][C:7]2=[O:23].[C:24]1([C:34](O)=[O:35])[C:33]2[C:28](=[CH:29][CH:30]=[CH:31][CH:32]=2)[CH:27]=[CH:26][N:25]=1.CCN(CC)CC.CN(C(ON1N=NC2C=CC=NC1=2)=[N+](C)C)C.F[P-](F)(F)(F)(F)F, predict the reaction product. The product is: [N:18]1([CH2:17][C@@H:13]([O:12][C:11]2[CH:10]=[CH:9][C:8]3[C:7](=[O:23])[CH2:6][CH2:5][CH2:4][C:3]=3[C:2]=2[NH:1][C:34]([C:24]2[C:33]3[C:28](=[CH:29][CH:30]=[CH:31][CH:32]=3)[CH:27]=[CH:26][N:25]=2)=[O:35])[CH:14]([CH3:16])[CH3:15])[CH:22]=[CH:21][N:20]=[CH:19]1.